This data is from Full USPTO retrosynthesis dataset with 1.9M reactions from patents (1976-2016). The task is: Predict the reactants needed to synthesize the given product. (1) The reactants are: C[O:2][C:3]([C:5]1([C:8]2[CH:13]=[CH:12][C:11]([OH:14])=[CH:10][CH:9]=2)[CH2:7][CH2:6]1)=[O:4].[H-].[Na+].[H][H].Br[CH2:20][CH:21]([O:25][CH2:26][CH3:27])[O:22][CH2:23][CH3:24]. Given the product [CH2:23]([O:22][CH:21]([O:25][CH2:26][CH3:27])[CH2:20][O:14][C:11]1[CH:12]=[CH:13][C:8]([C:5]2([C:3]([OH:2])=[O:4])[CH2:7][CH2:6]2)=[CH:9][CH:10]=1)[CH3:24], predict the reactants needed to synthesize it. (2) Given the product [Cl:1][C:2]1[CH:3]=[C:4]([S:9]([N:12]2[CH2:20][CH2:19][CH2:18][C@H:13]2[C:14]([OH:16])=[O:15])(=[O:10])=[O:11])[CH:5]=[C:6]([Cl:8])[CH:7]=1, predict the reactants needed to synthesize it. The reactants are: [Cl:1][C:2]1[CH:3]=[C:4]([S:9]([N:12]2[CH2:20][CH2:19][CH2:18][C@H:13]2[C:14]([O:16]C)=[O:15])(=[O:11])=[O:10])[CH:5]=[C:6]([Cl:8])[CH:7]=1.[OH-].[Na+].CC(O)=O. (3) Given the product [CH3:14][C:13]([N+:10]([O-:12])=[O:11])([CH3:15])[CH2:6][C:5]1[CH:8]=[CH:9][C:2]([OH:1])=[CH:3][CH:4]=1, predict the reactants needed to synthesize it. The reactants are: [OH:1][C:2]1[CH:9]=[CH:8][C:5]([CH2:6]O)=[CH:4][CH:3]=1.[N+:10]([CH:13]([CH3:15])[CH3:14])([O-:12])=[O:11].CC(C)([O-])C.[K+]. (4) The reactants are: [NH:1]1[C:5]2=[N:6][CH:7]=[N:8][C:9]([NH2:10])=[C:4]2[CH:3]=[N:2]1.C1C(=O)N([I:18])C(=O)C1.C(=O)(O)[O-].[Na+]. Given the product [I:18][C:3]1[C:4]2[C:5](=[N:6][CH:7]=[N:8][C:9]=2[NH2:10])[NH:1][N:2]=1, predict the reactants needed to synthesize it. (5) Given the product [F:1][C:2]1[CH:3]=[C:4]([NH:5][C:24]2[CH:29]=[C:28]([C:30]([F:33])([F:31])[F:32])[N:27]=[C:26]([NH2:34])[N:25]=2)[CH:6]=[CH:7][C:8]=1[O:9][C:10]1[CH:15]=[CH:14][N:13]=[C:12]2[NH:16][CH:17]=[C:18]([CH2:19][CH2:20][O:21][CH3:22])[C:11]=12, predict the reactants needed to synthesize it. The reactants are: [F:1][C:2]1[CH:3]=[C:4]([CH:6]=[CH:7][C:8]=1[O:9][C:10]1[CH:15]=[CH:14][N:13]=[C:12]2[NH:16][CH:17]=[C:18]([CH2:19][CH2:20][O:21][CH3:22])[C:11]=12)[NH2:5].Cl[C:24]1[CH:29]=[C:28]([C:30]([F:33])([F:32])[F:31])[N:27]=[C:26]([NH2:34])[N:25]=1.Cl.N1C=CC=CC=1N.[OH-].[Na+]. (6) The reactants are: [H-].[Na+].C([O:6][CH2:7][C:8]1([C:11]2[CH:16]=[CH:15][C:14]([C:17]3[N:22]=[C:21]4[CH:23]=[C:24]([Cl:26])[NH:25][C:20]4=[CH:19][C:18]=3[Cl:27])=[CH:13][CH:12]=2)[CH2:10][CH2:9]1)(=O)C.Cl[CH2:29][O:30][CH2:31][CH2:32][Si:33]([CH3:36])([CH3:35])[CH3:34]. Given the product [Cl:26][C:24]1[N:25]([CH2:29][O:30][CH2:31][CH2:32][Si:33]([CH3:36])([CH3:35])[CH3:34])[C:20]2[C:21](=[N:22][C:17]([C:14]3[CH:13]=[CH:12][C:11]([C:8]4([CH2:7][OH:6])[CH2:10][CH2:9]4)=[CH:16][CH:15]=3)=[C:18]([Cl:27])[CH:19]=2)[CH:23]=1, predict the reactants needed to synthesize it.